From a dataset of Forward reaction prediction with 1.9M reactions from USPTO patents (1976-2016). Predict the product of the given reaction. Given the reactants [F:1][C:2]1[CH:7]=[CH:6][C:5]([O:8][CH3:9])=[CH:4][C:3]=1[C:10]1[C:15]([C:16]#[N:17])=[C:14](O)[N:13]=[C:12]([S:19][CH3:20])[N:11]=1.P(Cl)(Cl)([Cl:23])=O, predict the reaction product. The product is: [Cl:23][C:14]1[C:15]([C:16]#[N:17])=[C:10]([C:3]2[CH:4]=[C:5]([O:8][CH3:9])[CH:6]=[CH:7][C:2]=2[F:1])[N:11]=[C:12]([S:19][CH3:20])[N:13]=1.